This data is from Forward reaction prediction with 1.9M reactions from USPTO patents (1976-2016). The task is: Predict the product of the given reaction. (1) Given the reactants [CH3:1][C:2]1[CH:10]=[CH:9][C:5]([C:6]([OH:8])=O)=[CH:4][C:3]=1[C:11]1[CH:12]=[C:13]2[C:18](=[CH:19][CH:20]=1)[C:17]([N:21]1[CH2:26][CH2:25][O:24][CH2:23][CH2:22]1)=[N:16][N:15]=[CH:14]2.[CH3:27][CH2:28][N:29](C(C)C)C(C)C.C(N)C, predict the reaction product. The product is: [CH2:28]([NH:29][C:6](=[O:8])[C:5]1[CH:9]=[CH:10][C:2]([CH3:1])=[C:3]([C:11]2[CH:12]=[C:13]3[C:18](=[CH:19][CH:20]=2)[C:17]([N:21]2[CH2:22][CH2:23][O:24][CH2:25][CH2:26]2)=[N:16][N:15]=[CH:14]3)[CH:4]=1)[CH3:27]. (2) The product is: [Cl:1][C:2]1[C:7]([S:8]([CH3:11])(=[O:10])=[O:9])=[CH:6][C:5]([C:12]2[N:13]([C:33]([N:50]3[CH2:51][CH2:52][CH:47]([CH2:46][C:45]([N:44]([CH2:43][CH2:42][O:41][CH2:39][CH3:40])[CH2:54][CH2:55][O:56][CH2:57][CH3:58])=[O:53])[CH2:48][CH2:49]3)=[O:34])[C@@:14]([C:26]3[CH:31]=[CH:30][C:29]([Cl:32])=[CH:28][CH:27]=3)([CH3:25])[C@@:15]([C:18]3[CH:19]=[CH:20][C:21]([Cl:24])=[CH:22][CH:23]=3)([CH3:17])[N:16]=2)=[C:4]([O:36][CH2:37][CH3:38])[CH:3]=1. Given the reactants [Cl:1][C:2]1[C:7]([S:8]([CH3:11])(=[O:10])=[O:9])=[CH:6][C:5]([C:12]2[N:13]([C:33](Cl)=[O:34])[C@@:14]([C:26]3[CH:31]=[CH:30][C:29]([Cl:32])=[CH:28][CH:27]=3)([CH3:25])[C@@:15]([C:18]3[CH:23]=[CH:22][C:21]([Cl:24])=[CH:20][CH:19]=3)([CH3:17])[N:16]=2)=[C:4]([O:36][CH2:37][CH3:38])[CH:3]=1.[CH2:39]([O:41][CH2:42][CH2:43][N:44]([CH2:54][CH2:55][O:56][CH2:57][CH3:58])[C:45](=[O:53])[CH2:46][CH:47]1[CH2:52][CH2:51][NH:50][CH2:49][CH2:48]1)[CH3:40], predict the reaction product. (3) Given the reactants [CH2:1]([C:3]1([CH2:10][S:11](Cl)(=[O:13])=[O:12])[C:7](=[O:8])[NH:6][C:5](=[O:9])[NH:4]1)[CH3:2].[CH3:15][C:16]1[CH:25]=[C:24]([CH2:26][O:27][C:28]2[CH:34]=[CH:33][C:31]([NH2:32])=[CH:30][CH:29]=2)[C:23]2[C:18](=[CH:19][CH:20]=[CH:21][CH:22]=2)[N:17]=1.C(N(CC)CC)C.CC1C=C(COC2C=CC(S(Cl)(=O)=O)=CC=2)C2C(=CC=CC=2)N=1, predict the reaction product. The product is: [CH2:1]([C:3]1([CH2:10][S:11]([NH:32][C:31]2[CH:30]=[CH:29][C:28]([O:27][CH2:26][C:24]3[C:23]4[C:18](=[CH:19][CH:20]=[CH:21][CH:22]=4)[N:17]=[C:16]([CH3:15])[CH:25]=3)=[CH:34][CH:33]=2)(=[O:13])=[O:12])[C:7](=[O:8])[NH:6][C:5](=[O:9])[NH:4]1)[CH3:2]. (4) Given the reactants [Cl:1][CH2:2][CH:3]1[C:11]2[C:10]3[CH:12]=[C:13]([C:16]#[N:17])[CH:14]=[CH:15][C:9]=3[CH:8]=[CH:7][C:6]=2[N:5](C(OC(C)(C)C)=O)[CH2:4]1.O1CCOCC1.[N+:31]([O-])([O-:33])=[O:32].[K+].N, predict the reaction product. The product is: [Cl:1][CH2:2][CH:3]1[C:11]2[C:10]3[CH:12]=[C:13]([C:16]#[N:17])[CH:14]=[CH:15][C:9]=3[C:8]([N+:31]([O-:33])=[O:32])=[CH:7][C:6]=2[NH:5][CH2:4]1. (5) Given the reactants OO.[Ce:3].[NH2:4][C@H:5]([C:10]([OH:12])=[O:11])[CH2:6][CH2:7][S:8][CH3:9], predict the reaction product. The product is: [NH2:4][C@H:5]([C:10]([OH:12])=[O:11])[CH2:6][CH2:7][S:8][CH3:9].[Ce:3]. (6) The product is: [CH2:1]([N:8]([CH3:16])[C:9]1[CH:14]=[CH:13][N:12]([CH2:24][CH2:25][C:26]2[CH:31]=[CH:30][C:29]([CH2:32][OH:33])=[CH:28][CH:27]=2)[C:11](=[O:15])[CH:10]=1)[C:2]1[CH:3]=[CH:4][CH:5]=[CH:6][CH:7]=1. Given the reactants [CH2:1]([N:8]([CH3:16])[C:9]1[CH:14]=[CH:13][NH:12][C:11](=[O:15])[CH:10]=1)[C:2]1[CH:7]=[CH:6][CH:5]=[CH:4][CH:3]=1.C(=O)([O-])[O-].[Cs+].[Cs+].I[CH2:24][CH2:25][C:26]1[CH:31]=[CH:30][C:29]([CH2:32][OH:33])=[CH:28][CH:27]=1, predict the reaction product. (7) Given the reactants [CH2:1]([Li])CCC.[Br:6][C:7]1[CH:8]=[C:9]2[C:16](=[CH:17][CH:18]=1)[O:15][C:14]([CH3:20])([CH3:19])[C:11]1([CH2:13][CH2:12]1)[C:10]2=O, predict the reaction product. The product is: [Br:6][C:7]1[CH:8]=[C:9]2[C:16](=[CH:17][CH:18]=1)[O:15][C:14]([CH3:20])([CH3:19])[C:11]1([CH2:13][CH2:12]1)[C:10]2=[CH2:1].